From a dataset of Forward reaction prediction with 1.9M reactions from USPTO patents (1976-2016). Predict the product of the given reaction. (1) Given the reactants Cl[C:2]1[N:7]=[C:6]([NH:8][CH2:9][CH2:10][CH3:11])[C:5]([I:12])=[CH:4][N:3]=1.[NH2:13][C:14]1[CH:21]=[CH:20][C:17]([C:18]#[N:19])=[CH:16][CH:15]=1.[C@]12(CS(O)(=O)=O)C(C)(C)C(CC1)CC2=O.C(=O)([O-])O.[Na+], predict the reaction product. The product is: [C:18]([C:17]1[CH:20]=[CH:21][C:14]([NH:13][C:2]2[N:7]=[C:6]([NH:8][CH2:9][CH2:10][CH3:11])[C:5]([I:12])=[CH:4][N:3]=2)=[CH:15][CH:16]=1)#[N:19]. (2) Given the reactants Cl[C:2]1[N:7]=[CH:6][C:5]([CH2:8][C:9]2[CH:10]=[C:11]3[C:16](=[C:17]4[CH:22]=[CH:21][CH:20]=[CH:19][C:18]=24)[N:15]=[CH:14][N:13]([C@@H:23]2[CH2:28][CH2:27][CH2:26][CH2:25][C@H:24]2[OH:29])[C:12]3=[O:30])=[CH:4][CH:3]=1.CN(C)[C@@H]1CCCC[C@H]1N.[CH3:41][OH:42], predict the reaction product. The product is: [OH:29][C@@H:24]1[CH2:25][CH2:26][CH2:27][CH2:28][C@H:23]1[N:13]1[C:12](=[O:30])[C:11]2[C:16](=[C:17]3[CH:22]=[CH:21][CH:20]=[CH:19][C:18]3=[C:9]([CH2:8][C:5]3[CH:6]=[N:7][C:2]([O:42][CH3:41])=[CH:3][CH:4]=3)[CH:10]=2)[N:15]=[CH:14]1. (3) Given the reactants [CH3:1][Si:2]([CH3:26])([CH3:25])[CH2:3][CH2:4][O:5][CH2:6][N:7]1[C:11]2[CH:12]=[N:13][N:14]([CH2:17][O:18][CH2:19][CH2:20][Si:21]([CH3:24])([CH3:23])[CH3:22])[C:15](=[O:16])[C:10]=2[CH:9]=[CH:8]1.C(=O)([O-])O.[Na+].S([O-])([O-])(=O)=O.[Mg+2].ClCCl.[I:41]Cl, predict the reaction product. The product is: [I:41][C:9]1[C:10]2[C:15](=[O:16])[N:14]([CH2:17][O:18][CH2:19][CH2:20][Si:21]([CH3:24])([CH3:23])[CH3:22])[N:13]=[CH:12][C:11]=2[N:7]([CH2:6][O:5][CH2:4][CH2:3][Si:2]([CH3:26])([CH3:25])[CH3:1])[CH:8]=1. (4) Given the reactants [OH:1]/[N:2]=[C:3](/[O:5][CH2:6][CH3:7])\[CH3:4].C(N(CC)CC)C.[C:15]1([CH3:27])[CH:20]=[C:19]([CH3:21])[CH:18]=[C:17]([CH3:22])[C:16]=1[S:23](Cl)(=[O:25])=[O:24], predict the reaction product. The product is: [C:15]1([CH3:27])[CH:20]=[C:19]([CH3:21])[CH:18]=[C:17]([CH3:22])[C:16]=1[S:23]([O:1]/[N:2]=[C:3](/[O:5][CH2:6][CH3:7])\[CH3:4])(=[O:24])=[O:25]. (5) Given the reactants [F:1][C:2]([F:39])([F:38])[C:3]1[CH:33]=[C:32]([C:34]([F:37])([F:36])[F:35])[CH:31]=[CH:30][C:4]=1[CH2:5][N:6]1[C:14]2[C:9](=[CH:10][C:11]([CH:15]=[C:16]3[S:20][C:19]([N:21]([CH3:28])[CH:22]4[CH2:27][CH2:26][NH:25][CH2:24][CH2:23]4)=[N:18][C:17]3=[O:29])=[CH:12][CH:13]=2)[CH:8]=[N:7]1.C(=O)([O-])[O-].[K+].[K+].Br[CH:47]([CH3:51])[C:48]([NH2:50])=[O:49], predict the reaction product. The product is: [F:39][C:2]([F:38])([F:1])[C:3]1[CH:33]=[C:32]([C:34]([F:37])([F:35])[F:36])[CH:31]=[CH:30][C:4]=1[CH2:5][N:6]1[C:14]2[C:9](=[CH:10][C:11]([CH:15]=[C:16]3[S:20][C:19]([N:21]([CH3:28])[CH:22]4[CH2:23][CH2:24][N:25]([CH:47]([CH3:51])[C:48]([NH2:50])=[O:49])[CH2:26][CH2:27]4)=[N:18][C:17]3=[O:29])=[CH:12][CH:13]=2)[CH:8]=[N:7]1. (6) The product is: [CH3:1][O:2][C:3]1[S:19][C:6]([C:7]2[CH:12]=[CH:11][CH:10]=[CH:9][CH:8]=2)=[N:5][CH:4]=1. Given the reactants [CH3:1][O:2][C:3](=O)[CH2:4][NH:5][C:6](=O)[C:7]1[CH:12]=[CH:11][CH:10]=[CH:9][CH:8]=1.C(Cl)(Cl)Cl.[SH2:19], predict the reaction product. (7) Given the reactants C(OC([N:11]1[CH2:16][CH2:15][N:14]([C:17]([O:19][C:20]([CH3:23])([CH3:22])[CH3:21])=[O:18])[CH2:13][CH:12]1[C:24]([OH:26])=O)=O)C1C=CC=CC=1.C([N:29](CC)CC)C.ClC(OCC)=O.[OH-].[NH4+].[Cl-].[NH4+], predict the reaction product. The product is: [NH2:29][C:24]([CH:12]1[NH:11][CH2:16][CH2:15][N:14]([C:17]([O:19][C:20]([CH3:21])([CH3:22])[CH3:23])=[O:18])[CH2:13]1)=[O:26]. (8) Given the reactants [C:1]([C:3]1[CH:4]=[C:5]([NH:9][C:10](=[O:35])[N:11]([CH2:20][CH2:21][CH:22]([C:29]2[CH:34]=[CH:33][CH:32]=[CH:31][CH:30]=2)[C:23]2[CH:28]=[CH:27][CH:26]=[CH:25][CH:24]=2)[CH2:12][CH2:13][N:14]2[CH2:19][CH2:18][O:17][CH2:16][CH2:15]2)[CH:6]=[CH:7][CH:8]=1)#[N:2].C([S:38]P([O-])(OCC)=S)C.O, predict the reaction product. The product is: [C:29]1([CH:22]([C:23]2[CH:24]=[CH:25][CH:26]=[CH:27][CH:28]=2)[CH2:21][CH2:20][N:11]([CH2:12][CH2:13][N:14]2[CH2:15][CH2:16][O:17][CH2:18][CH2:19]2)[C:10](=[O:35])[NH:9][C:5]2[CH:4]=[C:3]([CH:8]=[CH:7][CH:6]=2)[C:1]([NH2:2])=[S:38])[CH:30]=[CH:31][CH:32]=[CH:33][CH:34]=1.